Task: Predict the reactants needed to synthesize the given product.. Dataset: Full USPTO retrosynthesis dataset with 1.9M reactions from patents (1976-2016) (1) Given the product [Cl:1][C:2]1[C:28]([Cl:29])=[CH:27][CH:26]=[CH:25][C:3]=1[CH2:4][C:5]1[CH:6]=[C:7]2[C:12](=[C:13]([F:15])[CH:14]=1)[N:11]([CH2:16][CH2:17][OH:18])[CH:10]=[C:9]([C:19]([OH:21])=[O:20])[C:8]2=[O:24], predict the reactants needed to synthesize it. The reactants are: [Cl:1][C:2]1[C:28]([Cl:29])=[CH:27][CH:26]=[CH:25][C:3]=1[CH2:4][C:5]1[CH:6]=[C:7]2[C:12](=[C:13]([F:15])[CH:14]=1)[N:11]([CH2:16][CH2:17][OH:18])[CH:10]=[C:9]([C:19]([O:21]CC)=[O:20])[C:8]2=[O:24].[OH-].[Na+].C(O)(=O)CC(CC(O)=O)(C(O)=O)O. (2) Given the product [C:1]([O:5][C:6]([N:8]1[CH2:11][CH:10]([O:12][C:13]2[CH:18]=[C:17]([C:25]3[CH:26]=[CH:27][CH:28]=[CH:29][C:24]=3[C:23]([F:34])([F:33])[F:22])[CH:16]=[CH:15][C:14]=2[C:20]#[N:21])[CH2:9]1)=[O:7])([CH3:4])([CH3:3])[CH3:2], predict the reactants needed to synthesize it. The reactants are: [C:1]([O:5][C:6]([N:8]1[CH2:11][CH:10]([O:12][C:13]2[CH:18]=[C:17](Br)[CH:16]=[CH:15][C:14]=2[C:20]#[N:21])[CH2:9]1)=[O:7])([CH3:4])([CH3:3])[CH3:2].[F:22][C:23]([F:34])([F:33])[C:24]1[CH:29]=[CH:28][CH:27]=[CH:26][C:25]=1B(O)O. (3) Given the product [C:29]([O:28][C:26](=[O:27])[C:25]1[CH:33]=[CH:34][CH:35]=[C:23]([NH:22][CH2:16][CH2:15][N:14]2[C:13]3[C:8]([C:9](=[O:19])[NH:10][C:11](=[O:18])[N:12]=3)=[N:7][C:6]3[CH:20]=[C:2]([CH3:1])[C:3]([CH3:21])=[CH:4][C:5]2=3)[CH:24]=1)([CH3:32])([CH3:30])[CH3:31], predict the reactants needed to synthesize it. The reactants are: [CH3:1][C:2]1[C:3]([CH3:21])=[CH:4][C:5]2[N:14]([CH2:15][CH:16]=O)[C:13]3[C:8]([C:9](=[O:19])[NH:10][C:11](=[O:18])[N:12]=3)=[N:7][C:6]=2[CH:20]=1.[NH2:22][C:23]1[CH:24]=[C:25]([CH:33]=[CH:34][CH:35]=1)[C:26]([O:28][C:29]([CH3:32])([CH3:31])[CH3:30])=[O:27]. (4) Given the product [Br:1][C:2]1[C:3]([N:20]2[CH2:21][CH2:22][CH:23]([CH2:26][CH2:27][CH2:28][CH2:29][CH2:30][CH:31]3[CH2:36][CH2:35][N:34]([S:53]([C:49]4[S:50][C:51]([Cl:52])=[C:47]([Br:46])[CH:48]=4)(=[O:55])=[O:54])[CH2:33][CH2:32]3)[CH2:24][CH2:25]2)=[N:4][CH:5]=[C:6]([S:8]([NH:11][CH:12]([CH2:16][CH2:17][S:18][CH3:19])[C:13]([OH:15])=[O:14])(=[O:9])=[O:10])[CH:7]=1, predict the reactants needed to synthesize it. The reactants are: [Br:1][C:2]1[C:3]([N:20]2[CH2:25][CH2:24][CH:23]([CH2:26][CH2:27][CH2:28][CH2:29][CH2:30][CH:31]3[CH2:36][CH2:35][NH:34][CH2:33][CH2:32]3)[CH2:22][CH2:21]2)=[N:4][CH:5]=[C:6]([S:8]([NH:11][CH:12]([CH2:16][CH2:17][S:18][CH3:19])[C:13]([OH:15])=[O:14])(=[O:10])=[O:9])[CH:7]=1.CCN(C(C)C)C(C)C.[Br:46][C:47]1[CH:48]=[C:49]([S:53](Cl)(=[O:55])=[O:54])[S:50][C:51]=1[Cl:52].